From a dataset of Catalyst prediction with 721,799 reactions and 888 catalyst types from USPTO. Predict which catalyst facilitates the given reaction. (1) Reactant: [F:1][C:2]([F:35])([F:34])[C:3]([C:21]1[C:29]2[C:24](=[CH:25][CH:26]=[CH:27][CH:28]=2)[N:23]([CH2:30][CH2:31][CH:32]=O)[CH:22]=1)([C:5]1[CH:6]=[C:7]2[C:11](=[CH:12][CH:13]=1)[N:10]([C:14]1[CH:19]=[CH:18][C:17]([F:20])=[CH:16][CH:15]=1)[N:9]=[CH:8]2)[OH:4].C(O)(=O)C.[NH:40]1[CH2:45][CH2:44][CH:43]([CH2:46][OH:47])[CH2:42][CH2:41]1.C(O[BH-](OC(=O)C)OC(=O)C)(=O)C.[Na+]. Product: [F:34][C:2]([F:1])([F:35])[C:3]([C:5]1[CH:6]=[C:7]2[C:11](=[CH:12][CH:13]=1)[N:10]([C:14]1[CH:15]=[CH:16][C:17]([F:20])=[CH:18][CH:19]=1)[N:9]=[CH:8]2)([C:21]1[C:29]2[C:24](=[CH:25][CH:26]=[CH:27][CH:28]=2)[N:23]([CH2:30][CH2:31][CH2:32][N:40]2[CH2:45][CH2:44][CH:43]([CH2:46][OH:47])[CH2:42][CH2:41]2)[CH:22]=1)[OH:4]. The catalyst class is: 701. (2) The catalyst class is: 1. Product: [F:1][C:2]1[C:3]([F:8])=[CH:4][CH:5]=[CH:6][C:7]=1[C:11](=[O:12])[CH:10]([F:16])[F:9]. Reactant: [F:1][C:2]1[CH:7]=[CH:6][CH:5]=[CH:4][C:3]=1[F:8].[F:9][CH:10]([F:16])[C:11](OCC)=[O:12].[NH4+].[Cl-].CC(OC)(C)C. (3) Reactant: C(OC([N:8]1[CH2:13][CH2:12][CH2:11][CH2:10][CH:9]1[CH2:14][C:15]1[O:16][C:17]2[CH:23]=[CH:22][CH:21]=[CH:20][C:18]=2[N:19]=1)=O)(C)(C)C.FC(F)(F)C(O)=O.C(=O)([O-])[O-].[K+].[K+]. Product: [NH:8]1[CH2:13][CH2:12][CH2:11][CH2:10][CH:9]1[CH2:14][C:15]1[O:16][C:17]2[CH:23]=[CH:22][CH:21]=[CH:20][C:18]=2[N:19]=1. The catalyst class is: 4. (4) The catalyst class is: 182. Reactant: [C:1]([O:4][C:5]([C:9](=[O:11])[CH3:10])=[CH:6][O:7][CH3:8])(=[O:3])[CH3:2].[Li+].C[Si]([N-][Si](C)(C)C)(C)C.[C:22](Cl)(=[O:29])[C:23]1[CH:28]=[CH:27][CH:26]=[CH:25][CH:24]=1. Product: [C:1]([O:4][C:5]([C:9](=[O:11])[CH2:10][C:22](=[O:29])[C:23]1[CH:28]=[CH:27][CH:26]=[CH:25][CH:24]=1)=[CH:6][O:7][CH3:8])(=[O:3])[CH3:2]. (5) Reactant: [F:1][C:2]1[CH:7]=[CH:6][C:5]([C:8]2[CH2:12][C:11]([C:17]3[CH:22]=[CH:21][C:20]([NH:23][C:24](=[O:40])[C:25]4[C:26](=[C:33]([N+:37]([O-])=O)[CH:34]=[CH:35][CH:36]=4)[C:27]([NH:29][CH:30]([CH3:32])[CH3:31])=[O:28])=[C:19]([CH3:41])[CH:18]=3)([C:13]([F:16])([F:15])[F:14])[O:10][N:9]=2)=[CH:4][CH:3]=1. Product: [NH2:37][C:33]1[CH:34]=[CH:35][CH:36]=[C:25]([C:24]([NH:23][C:20]2[CH:21]=[CH:22][C:17]([C:11]3([C:13]([F:16])([F:15])[F:14])[O:10][N:9]=[C:8]([C:5]4[CH:4]=[CH:3][C:2]([F:1])=[CH:7][CH:6]=4)[CH2:12]3)=[CH:18][C:19]=2[CH3:41])=[O:40])[C:26]=1[C:27]([NH:29][CH:30]([CH3:32])[CH3:31])=[O:28]. The catalyst class is: 43. (6) Reactant: [Cl:1][C:2]1[CH:3]=[CH:4][N:5]2[C:10]=1[C:9](=[O:11])[N:8]([C:12]1[CH:17]=[CH:16][CH:15]=[CH:14][CH:13]=1)[C:7]([C@@H:18]1[CH2:22][S:21](=[O:23])[CH2:20][N:19]1[C:24]1[N:32]=[CH:31][N:30]=[C:29]3[C:25]=1[N:26]=[CH:27][N:28]3C1CCCCO1)=[N:6]2.C([O-])(O)=O.[Na+]. Product: [Cl:1][C:2]1[CH:3]=[CH:4][N:5]2[C:10]=1[C:9](=[O:11])[N:8]([C:12]1[CH:17]=[CH:16][CH:15]=[CH:14][CH:13]=1)[C:7]([C@@H:18]1[CH2:22][S:21](=[O:23])[CH2:20][N:19]1[C:24]1[N:32]=[CH:31][N:30]=[C:29]3[C:25]=1[N:26]=[CH:27][NH:28]3)=[N:6]2. The catalyst class is: 209.